The task is: Predict the reaction yield, written as a fraction of the theoretical maximum amount of product (1.0 means a 100% yield; for example, 0.34 means a 34% yield).. This data is from Reaction yield outcomes from USPTO patents with 853,638 reactions. (1) The reactants are Br[C:2]1[S:3][CH:4]=[C:5]([Br:7])[N:6]=1.[Li]CCCC.[C:13](N1CCOCC1)(=[O:15])[CH3:14]. The catalyst is CCOCC. The product is [Br:7][C:5]1[N:6]=[C:2]([C:13](=[O:15])[CH3:14])[S:3][CH:4]=1. The yield is 0.795. (2) The reactants are [CH3:1][C:2]1[NH:3][CH:4]=[CH:5][N:6]=1.[H-].[Na+].Cl[C:10]1[CH:20]=[CH:19][C:13]([C:14]([O:16][CH2:17][CH3:18])=[O:15])=[CH:12][N:11]=1.O. The catalyst is CS(C)=O. The product is [CH3:1][C:2]1[N:3]([C:10]2[CH:20]=[CH:19][C:13]([C:14]([O:16][CH2:17][CH3:18])=[O:15])=[CH:12][N:11]=2)[CH:4]=[CH:5][N:6]=1. The yield is 0.370. (3) The reactants are [CH3:1][N:2]1[CH:6]=[C:5](B2OC(C)(C)C(C)(C)O2)[CH:4]=[N:3]1.[CH2:16]([N:23]([CH2:35][C:36]1[CH:41]=[CH:40][CH:39]=[CH:38][CH:37]=1)[C@@H:24]1[CH2:33][CH2:32][C:31]2[C:26](=[C:27](Br)[CH:28]=[CH:29][CH:30]=2)[CH2:25]1)[C:17]1[CH:22]=[CH:21][CH:20]=[CH:19][CH:18]=1. No catalyst specified. The product is [CH2:35]([N:23]([CH2:16][C:17]1[CH:22]=[CH:21][CH:20]=[CH:19][CH:18]=1)[C@@H:24]1[CH2:33][CH2:32][C:31]2[C:26](=[C:27]([C:5]3[CH:4]=[N:3][N:2]([CH3:1])[CH:6]=3)[CH:28]=[CH:29][CH:30]=2)[CH2:25]1)[C:36]1[CH:37]=[CH:38][CH:39]=[CH:40][CH:41]=1. The yield is 0.960. (4) The reactants are [CH:1]1([N:6]([C:13]2[C:18]([N+:19]([O-])=O)=[CH:17][N:16]=[C:15]([Cl:22])[N:14]=2)[CH2:7][CH2:8][C:9](OC)=[O:10])[CH2:5][CH2:4][CH2:3][CH2:2]1.[NH4+].[Cl-]. The catalyst is [Fe].CCO.O. The product is [Cl:22][C:15]1[N:16]=[CH:17][C:18]2[NH:19][C:9](=[O:10])[CH2:8][CH2:7][N:6]([CH:1]3[CH2:5][CH2:4][CH2:3][CH2:2]3)[C:13]=2[N:14]=1. The yield is 0.430. (5) The product is [CH3:14][C@@H:11]([O:10][C:7]1[CH:6]=[CH:5][C:4]([NH2:1])=[CH:9][CH:8]=1)[CH2:12][CH3:13]. The catalyst is CCOC(C)=O.CCO.[Pd]. The yield is 0.960. The reactants are [N+:1]([C:4]1[CH:9]=[CH:8][C:7]([O:10][C@H:11]([CH3:14])[CH2:12][CH3:13])=[CH:6][CH:5]=1)([O-])=O. (6) The reactants are [C:1]([O:4][C:5]1[C:12]([C:13]([CH3:16])([CH3:15])[CH3:14])=[CH:11][C:8]([CH:9]=O)=[CH:7][C:6]=1[C:17]([CH3:20])([CH3:19])[CH3:18])(=[O:3])[CH3:2].C1C=CC=CC=1.[C:27]([NH:31][OH:32])([CH3:30])([CH3:29])[CH3:28]. The catalyst is C(OCC)(=O)C. The product is [C:1]([O:4][C:5]1[C:12]([C:13]([CH3:16])([CH3:15])[CH3:14])=[CH:11][C:8]([CH:9]=[N+:31]([C:27]([CH3:30])([CH3:29])[CH3:28])[O-:32])=[CH:7][C:6]=1[C:17]([CH3:20])([CH3:19])[CH3:18])(=[O:3])[CH3:2]. The yield is 0.744. (7) The reactants are P(=O)(O)(O)O.C(OC([NH:13][CH:14]1[CH2:17][N:16]([C:18]2[S:19][C:20]3[CH:26]=[C:25]([C:27]([O:29][CH2:30][CH3:31])=[O:28])[CH:24]=[CH:23][C:21]=3[N:22]=2)[CH2:15]1)=O)(C)(C)C.C1COCC1.O. The catalyst is ClCCl. The product is [NH2:13][CH:14]1[CH2:17][N:16]([C:18]2[S:19][C:20]3[CH:26]=[C:25]([C:27]([O:29][CH2:30][CH3:31])=[O:28])[CH:24]=[CH:23][C:21]=3[N:22]=2)[CH2:15]1. The yield is 0.870. (8) The reactants are CC(C)=[O:3].OS(O)(=O)=O.O=[Cr](=O)=O.[OH:14][CH2:15][C:16]([C:19]1[CH:23]=[C:22]([NH:24][C:25](=[O:38])[C:26]([CH3:37])([S:28]([CH:31]2[CH2:36][CH2:35][O:34][CH2:33][CH2:32]2)(=[O:30])=[O:29])[CH3:27])[O:21][N:20]=1)([CH3:18])[CH3:17]. The catalyst is CC(C)=O.ClCCl. The product is [CH3:17][C:16]([C:19]1[CH:23]=[C:22]([NH:24][C:25](=[O:38])[C:26]([CH3:37])([S:28]([CH:31]2[CH2:32][CH2:33][O:34][CH2:35][CH2:36]2)(=[O:30])=[O:29])[CH3:27])[O:21][N:20]=1)([CH3:18])[C:15]([OH:3])=[O:14]. The yield is 0.640. (9) The reactants are Br[C:2]1[CH:11]=[C:10]2[C:5]([C:6]([CH3:16])([CH3:15])[CH2:7][C:8](=[O:14])[N:9]2[CH2:12][CH3:13])=[CH:4][C:3]=1[CH3:17].Br[C:19]1[CH:20]=[C:21]([CH:24]=[CH:25][C:26]=1[NH:27][CH2:28][CH3:29])[CH:22]=[O:23]. No catalyst specified. The product is [CH2:28]([NH:27][C:26]1[CH:25]=[CH:24][C:21]([CH:22]=[O:23])=[CH:20][C:19]=1[C:2]1[CH:11]=[C:10]2[C:5]([C:6]([CH3:16])([CH3:15])[CH2:7][C:8](=[O:14])[N:9]2[CH2:12][CH3:13])=[CH:4][C:3]=1[CH3:17])[CH3:29]. The yield is 0.530.